This data is from Full USPTO retrosynthesis dataset with 1.9M reactions from patents (1976-2016). The task is: Predict the reactants needed to synthesize the given product. Given the product [C:1]([N:15]1[CH2:14][CH2:13][N:12]([C:16]2[N:17]([CH2:38][C:39]([F:42])([F:41])[F:40])[C:18]3[C:23]([N:24]=2)=[C:22]([N:25]2[CH2:26][CH2:27][O:28][CH2:29][CH2:30]2)[N:21]=[C:20]([C:31]2[CH:36]=[N:35][C:34]([NH2:37])=[N:33][CH:32]=2)[N:19]=3)[CH2:11][C@@H:10]1[CH2:8][CH3:9])(=[O:3])[CH3:2], predict the reactants needed to synthesize it. The reactants are: [C:1](OC(=O)C)(=[O:3])[CH3:2].[CH2:8]([C@@H:10]1[NH:15][CH2:14][CH2:13][N:12]([C:16]2[N:17]([CH2:38][C:39]([F:42])([F:41])[F:40])[C:18]3[C:23]([N:24]=2)=[C:22]([N:25]2[CH2:30][CH2:29][O:28][CH2:27][CH2:26]2)[N:21]=[C:20]([C:31]2[CH:32]=[N:33][C:34]([NH2:37])=[N:35][CH:36]=2)[N:19]=3)[CH2:11]1)[CH3:9].C(N(CC)CC)C.